The task is: Regression. Given two drug SMILES strings and cell line genomic features, predict the synergy score measuring deviation from expected non-interaction effect.. This data is from NCI-60 drug combinations with 297,098 pairs across 59 cell lines. Drug 1: CC(C1=C(C=CC(=C1Cl)F)Cl)OC2=C(N=CC(=C2)C3=CN(N=C3)C4CCNCC4)N. Drug 2: CC1=C(C(=CC=C1)Cl)NC(=O)C2=CN=C(S2)NC3=CC(=NC(=N3)C)N4CCN(CC4)CCO. Cell line: MALME-3M. Synergy scores: CSS=0.478, Synergy_ZIP=-0.909, Synergy_Bliss=-0.872, Synergy_Loewe=-1.58, Synergy_HSA=-1.93.